Dataset: CYP3A4 inhibition data for predicting drug metabolism from PubChem BioAssay. Task: Regression/Classification. Given a drug SMILES string, predict its absorption, distribution, metabolism, or excretion properties. Task type varies by dataset: regression for continuous measurements (e.g., permeability, clearance, half-life) or binary classification for categorical outcomes (e.g., BBB penetration, CYP inhibition). Dataset: cyp3a4_veith. (1) The compound is COc1ccc(-n2nnnc2-c2cn(C)nc2C(F)(F)F)cc1. The result is 0 (non-inhibitor). (2) The molecule is CCn1nc(C(=O)Nc2ccccc2C)c(Cl)c1Cl. The result is 0 (non-inhibitor). (3) The compound is Cc1ccc(CNC(=O)C2CC(c3ccccc3[N+](=O)[O-])=NO2)cc1. The result is 0 (non-inhibitor). (4) The result is 0 (non-inhibitor). The compound is COC(=O)c1nn(C23CC4CC(CC(C4)C2)C3)c2c1C(=O)N(c1ccc(F)cc1)C2=O.